This data is from Peptide-MHC class I binding affinity with 185,985 pairs from IEDB/IMGT. The task is: Regression. Given a peptide amino acid sequence and an MHC pseudo amino acid sequence, predict their binding affinity value. This is MHC class I binding data. (1) The peptide sequence is QTEPKTSVV. The MHC is HLA-A68:02 with pseudo-sequence HLA-A68:02. The binding affinity (normalized) is 0.0847. (2) The peptide sequence is TSTVEEQIQW. The MHC is HLA-B45:01 with pseudo-sequence HLA-B45:01. The binding affinity (normalized) is 0.0311. (3) The peptide sequence is TPREAPYEL. The MHC is HLA-A31:01 with pseudo-sequence HLA-A31:01. The binding affinity (normalized) is 0.0847. (4) The peptide sequence is IIYSGAVNL. The MHC is H-2-Kb with pseudo-sequence H-2-Kb. The binding affinity (normalized) is 0.610. (5) The peptide sequence is LEPLVVHV. The MHC is Mamu-A01 with pseudo-sequence Mamu-A01. The binding affinity (normalized) is 0. (6) The peptide sequence is LVTGAGSGF. The MHC is HLA-A26:01 with pseudo-sequence HLA-A26:01. The binding affinity (normalized) is 0.0847. (7) The peptide sequence is FYYNAFHW. The MHC is HLA-A24:02 with pseudo-sequence HLA-A24:02. The binding affinity (normalized) is 0.273. (8) The peptide sequence is SLYNTVATL. The MHC is HLA-A02:19 with pseudo-sequence HLA-A02:19. The binding affinity (normalized) is 0.511.